Dataset: Full USPTO retrosynthesis dataset with 1.9M reactions from patents (1976-2016). Task: Predict the reactants needed to synthesize the given product. (1) Given the product [CH2:9]([NH:8][C:5]1[C:4]([C:12]2[O:13][C:14]3[CH:20]=[CH:19][C:18]([C:21]4[CH:26]=[CH:25][C:24]([F:27])=[CH:23][CH:22]=4)=[CH:17][C:15]=3[N:16]=2)=[CH:3][C:2]([N:1]2[C:37](=[O:38])[C:31]3[C:30](=[CH:29][CH:28]=[C:33]([C:34]([OH:36])=[O:35])[CH:32]=3)[C:40]2=[O:39])=[CH:7][CH:6]=1)[CH2:10][CH3:11], predict the reactants needed to synthesize it. The reactants are: [NH2:1][C:2]1[CH:3]=[C:4]([C:12]2[O:13][C:14]3[CH:20]=[CH:19][C:18]([C:21]4[CH:26]=[CH:25][C:24]([F:27])=[CH:23][CH:22]=4)=[CH:17][C:15]=3[N:16]=2)[C:5]([NH:8][CH2:9][CH2:10][CH3:11])=[CH:6][CH:7]=1.[CH:28]1[C:33]([C:34]([OH:36])=[O:35])=[CH:32][C:31]2[C:37]([O:39][C:40](=O)[C:30]=2[CH:29]=1)=[O:38]. (2) Given the product [Cl:73][C:18]1[C:17]([C:43]([N:50]2[CH:54]3[CH2:25][CH2:24][CH:23]2[CH2:22][N:52]([CH3:51])[CH2:53]3)=[O:44])=[CH:16][CH:15]=[CH:14][N:9]=1, predict the reactants needed to synthesize it. The reactants are: C1C2C3=CC4[CH:14]=[CH:15][C:16](C(N)=O)=[CH:17][C:18]=4[N:9]3CC=CC=2C=CC=1.[CH:22]1C2[C:22]3=[CH:23][C:24]4[CH:22]=[CH:23][C:24](C(O)=O)=[CH:25][C:25]=4N3CC=CC=2[CH:25]=[CH:24][CH:23]=1.[C:43]([N:50]1[CH:54]=[CH:53][N:52]=[CH:51]1)(N1C=CN=C1)=[O:44].CC(S(N)(=O)=O)C.C1CCN2C(=NCCC2)CC1.[ClH:73].